This data is from NCI-60 drug combinations with 297,098 pairs across 59 cell lines. The task is: Regression. Given two drug SMILES strings and cell line genomic features, predict the synergy score measuring deviation from expected non-interaction effect. (1) Drug 1: C1CCC(CC1)NC(=O)N(CCCl)N=O. Drug 2: C1=CC=C(C=C1)NC(=O)CCCCCCC(=O)NO. Cell line: OVCAR3. Synergy scores: CSS=13.0, Synergy_ZIP=-7.36, Synergy_Bliss=-6.86, Synergy_Loewe=-7.53, Synergy_HSA=-6.63. (2) Drug 1: C1CCC(CC1)NC(=O)N(CCCl)N=O. Drug 2: CCCS(=O)(=O)NC1=C(C(=C(C=C1)F)C(=O)C2=CNC3=C2C=C(C=N3)C4=CC=C(C=C4)Cl)F. Cell line: HT29. Synergy scores: CSS=44.8, Synergy_ZIP=-2.61, Synergy_Bliss=0.489, Synergy_Loewe=-8.31, Synergy_HSA=2.25. (3) Drug 1: CN(C)N=NC1=C(NC=N1)C(=O)N. Drug 2: CC(C1=C(C=CC(=C1Cl)F)Cl)OC2=C(N=CC(=C2)C3=CN(N=C3)C4CCNCC4)N. Cell line: HCC-2998. Synergy scores: CSS=-2.02, Synergy_ZIP=-2.20, Synergy_Bliss=-6.31, Synergy_Loewe=-12.3, Synergy_HSA=-8.31. (4) Drug 1: C1CCC(C(C1)N)N.C(=O)(C(=O)[O-])[O-].[Pt+4]. Drug 2: CC1C(C(CC(O1)OC2CC(CC3=C2C(=C4C(=C3O)C(=O)C5=C(C4=O)C(=CC=C5)OC)O)(C(=O)CO)O)N)O.Cl. Cell line: HOP-92. Synergy scores: CSS=61.9, Synergy_ZIP=7.16, Synergy_Bliss=3.95, Synergy_Loewe=4.89, Synergy_HSA=7.28. (5) Drug 1: CC1C(C(CC(O1)OC2CC(CC3=C2C(=C4C(=C3O)C(=O)C5=C(C4=O)C(=CC=C5)OC)O)(C(=O)C)O)N)O.Cl. Drug 2: COC1=C2C(=CC3=C1OC=C3)C=CC(=O)O2. Cell line: A549. Synergy scores: CSS=22.4, Synergy_ZIP=-6.39, Synergy_Bliss=-2.81, Synergy_Loewe=-3.42, Synergy_HSA=-3.04. (6) Drug 1: CC(CN1CC(=O)NC(=O)C1)N2CC(=O)NC(=O)C2. Drug 2: C1=NC2=C(N1)C(=S)N=C(N2)N. Cell line: OVCAR3. Synergy scores: CSS=63.5, Synergy_ZIP=-6.85, Synergy_Bliss=-4.52, Synergy_Loewe=-4.67, Synergy_HSA=-1.16. (7) Drug 1: CC1=C(C=C(C=C1)NC2=NC=CC(=N2)N(C)C3=CC4=NN(C(=C4C=C3)C)C)S(=O)(=O)N.Cl. Drug 2: C1=C(C(=O)NC(=O)N1)N(CCCl)CCCl. Cell line: HOP-62. Synergy scores: CSS=31.8, Synergy_ZIP=1.10, Synergy_Bliss=-0.236, Synergy_Loewe=-12.1, Synergy_HSA=-0.745.